From a dataset of Full USPTO retrosynthesis dataset with 1.9M reactions from patents (1976-2016). Predict the reactants needed to synthesize the given product. (1) Given the product [C:1]([O:5][C:6]([N:8]1[CH:15]2[CH:11]([C:12]([C:16]#[C:17][C:18]3[CH:23]=[CH:22][CH:21]=[C:20]([Br:25])[CH:24]=3)=[N:13][O:14]2)[CH2:10][CH2:9]1)=[O:7])([CH3:2])([CH3:3])[CH3:4], predict the reactants needed to synthesize it. The reactants are: [C:1]([O:5][C:6]([N:8]1[CH:15]2[CH:11]([C:12]([C:16]#[C:17][C:18]3[CH:23]=[CH:22][CH:21]=[C:20]([CH3:24])N=3)=[N:13][O:14]2)[CH2:10][CH2:9]1)=[O:7])([CH3:4])([CH3:3])[CH3:2].[Br:25]C1C=CC=C(I)C=1. (2) Given the product [NH2:37][C:16](=[O:18])[CH2:15][N:14]1[C@H:9]([C:6]2[CH:5]=[CH:4][C:3]([C:1]#[N:2])=[CH:8][CH:7]=2)[C:10]([C:31]([O:33][CH2:34][CH3:35])=[O:32])=[C:11]([CH3:30])[N:12]([C:20]2[CH:25]=[CH:24][CH:23]=[C:22]([C:26]([F:28])([F:27])[F:29])[CH:21]=2)[C:13]1=[O:19], predict the reactants needed to synthesize it. The reactants are: [C:1]([C:3]1[CH:8]=[CH:7][C:6]([C@H:9]2[N:14]([CH2:15][C:16]([OH:18])=O)[C:13](=[O:19])[N:12]([C:20]3[CH:25]=[CH:24][CH:23]=[C:22]([C:26]([F:29])([F:28])[F:27])[CH:21]=3)[C:11]([CH3:30])=[C:10]2[C:31]([O:33][CH2:34][CH3:35])=[O:32])=[CH:5][CH:4]=1)#[N:2].C[N:37]1CCOCC1.ClC(OCC)=O.N. (3) The reactants are: [CH3:1][C:2]1[CH:7]=[C:6]([N:8]=[C:9]([NH2:25])[C:10]2[CH:15]=[CH:14][C:13]([N:16]3[C:20]4=[N:21][CH:22]=[CH:23][CH:24]=[C:19]4[CH:18]=[CH:17]3)=[CH:12][CH:11]=2)[CH:5]=[CH:4][N:3]=1.Br[CH2:27][C:28]([C:30]1[N:31]([CH3:35])[CH:32]=[CH:33][N:34]=1)=O. Given the product [CH3:35][N:31]1[CH:32]=[CH:33][N:34]=[C:30]1[C:28]1[N:25]=[C:9]([C:10]2[CH:11]=[CH:12][C:13]([N:16]3[C:20]4=[N:21][CH:22]=[CH:23][CH:24]=[C:19]4[CH:18]=[CH:17]3)=[CH:14][CH:15]=2)[N:8]([C:6]2[CH:5]=[CH:4][N:3]=[C:2]([CH3:1])[CH:7]=2)[CH:27]=1, predict the reactants needed to synthesize it. (4) Given the product [ClH:17].[N:1]1[CH:6]=[CH:5][CH:4]=[C:3]([CH2:7][CH:8]2[C:13](=[O:14])[CH:12]3[CH2:11][CH2:10][N:9]2[CH2:16][CH2:15]3)[CH:2]=1, predict the reactants needed to synthesize it. The reactants are: [N:1]1[CH:6]=[CH:5][CH:4]=[C:3]([CH:7]=[C:8]2[C:13](=[O:14])[CH:12]3[CH2:15][CH2:16][N:9]2[CH2:10][CH2:11]3)[CH:2]=1.[ClH:17].[H][H]. (5) Given the product [O:1]1[CH2:6][CH2:5][N:4]([C:7]2[CH:8]=[C:9]([C:10]3[N:23]4[N:22]=[C:21]([C:24]([NH:26][C:27]5[S:28][CH:29]=[CH:30][N:31]=5)=[O:25])[CH:20]=[CH:19][C:18]4=[N:13][N:12]=3)[CH:14]=[CH:15][CH:16]=2)[CH2:3][CH2:2]1, predict the reactants needed to synthesize it. The reactants are: [O:1]1[CH2:6][CH2:5][N:4]([C:7]2[CH:8]=[C:9]([CH:14]=[CH:15][CH:16]=2)[C:10]([NH:12][NH2:13])=O)[CH2:3][CH2:2]1.Cl[C:18]1[N:23]=[N:22][C:21]([C:24]([NH:26][C:27]2[S:28][CH:29]=[CH:30][N:31]=2)=[O:25])=[CH:20][CH:19]=1.C(N(CC)CC)C. (6) Given the product [CH3:1][O:2][C:3]1[CH:4]=[C:5]([CH:10]=[C:11]([N+:15]([O-:17])=[O:16])[C:12]=1[O:13][CH3:14])[C:6]([Cl:19])=[N:8][CH3:9], predict the reactants needed to synthesize it. The reactants are: [CH3:1][O:2][C:3]1[CH:4]=[C:5]([CH:10]=[C:11]([N+:15]([O-:17])=[O:16])[C:12]=1[O:13][CH3:14])[C:6]([NH:8][CH3:9])=O.P(Cl)(Cl)(Cl)(Cl)[Cl:19]. (7) Given the product [N:1]1([C:6]2[N:11]=[CH:10][C:9]([CH2:12][C:13]([N:26]3[CH2:25][CH2:24][N:23]([C:16]([O:18][C:19]([CH3:22])([CH3:21])[CH3:20])=[O:17])[CH2:28][CH2:27]3)=[O:15])=[CH:8][CH:7]=2)[CH:5]=[N:4][N:3]=[N:2]1, predict the reactants needed to synthesize it. The reactants are: [N:1]1([C:6]2[N:11]=[CH:10][C:9]([CH2:12][C:13]([OH:15])=O)=[CH:8][CH:7]=2)[CH:5]=[N:4][N:3]=[N:2]1.[C:16]([N:23]1[CH2:28][CH2:27][NH:26][CH2:25][CH2:24]1)([O:18][C:19]([CH3:22])([CH3:21])[CH3:20])=[O:17].C1C=CC2N(O)N=NC=2C=1.C(Cl)CCl.CCN(CC)CC. (8) Given the product [F:1][C:2]1[CH:3]=[CH:4][C:5]([CH:8]([NH:10][C:11](=[O:13])[CH3:12])[CH3:9])=[N:6][CH:7]=1, predict the reactants needed to synthesize it. The reactants are: [F:1][C:2]1[CH:3]=[CH:4][C:5]([C:8]([NH:10][C:11](=[O:13])[CH3:12])=[CH2:9])=[N:6][CH:7]=1. (9) Given the product [ClH:53].[OH:1][C:2]1[CH:3]=[CH:4][C:5]([N:8]([CH3:52])[C:9]([C:11]2[CH:12]=[C:13]([C:20]3[CH:21]=[C:22]4[C:26](=[CH:27][C:28]=3[C:29]([N:31]3[C@H:40]([CH2:41][N:42]5[CH2:43][CH2:44][O:45][CH2:46][CH2:47]5)[CH2:39][C:38]5[C:33](=[CH:34][CH:35]=[CH:36][CH:37]=5)[CH2:32]3)=[O:30])[CH2:25][N:24]([C:48](=[O:51])[CH2:49][CH3:50])[CH2:23]4)[N:14]3[C:19]=2[CH2:18][CH2:17][CH2:16][CH2:15]3)=[O:10])=[CH:6][CH:7]=1, predict the reactants needed to synthesize it. The reactants are: [OH:1][C:2]1[CH:7]=[CH:6][C:5]([N:8]([CH3:52])[C:9]([C:11]2[CH:12]=[C:13]([C:20]3[CH:21]=[C:22]4[C:26](=[CH:27][C:28]=3[C:29]([N:31]3[C@H:40]([CH2:41][N:42]5[CH2:47][CH2:46][O:45][CH2:44][CH2:43]5)[CH2:39][C:38]5[C:33](=[CH:34][CH:35]=[CH:36][CH:37]=5)[CH2:32]3)=[O:30])[CH2:25][N:24]([C:48](=[O:51])[CH2:49][CH3:50])[CH2:23]4)[N:14]3[C:19]=2[CH2:18][CH2:17][CH2:16][CH2:15]3)=[O:10])=[CH:4][CH:3]=1.[ClH:53].